Task: Predict the reactants needed to synthesize the given product.. Dataset: Full USPTO retrosynthesis dataset with 1.9M reactions from patents (1976-2016) (1) Given the product [Br:1][C:2]1[C:3]([N:16]([CH3:21])[S:17]([CH3:20])(=[O:19])=[O:18])=[CH:4][C:5]2[O:9][C:8]([C:27]3[CH:28]=[N:29][C:24]([C:23]([F:34])([F:33])[F:22])=[CH:25][CH:26]=3)=[C:7]([C:11]([NH:13][CH3:14])=[O:12])[C:6]=2[CH:15]=1, predict the reactants needed to synthesize it. The reactants are: [Br:1][C:2]1[C:3]([N:16]([CH3:21])[S:17]([CH3:20])(=[O:19])=[O:18])=[CH:4][C:5]2[O:9][C:8](I)=[C:7]([C:11]([NH:13][CH3:14])=[O:12])[C:6]=2[CH:15]=1.[F:22][C:23]([F:34])([F:33])[C:24]1[N:29]=[CH:28][C:27](B(O)O)=[CH:26][CH:25]=1.C([O-])([O-])=O.[Na+].[Na+].O. (2) The reactants are: [CH:1]1([C:4]2[N:9]=[C:8]([N:10]3[CH2:14][CH2:13][C:12]([F:16])([F:15])[CH2:11]3)[C:7]3[CH:17]=[N:18][NH:19][C:6]=3[CH:5]=2)[CH2:3][CH2:2]1.Cl[CH2:21][C:22]1[C:26]([CH3:27])=[N:25][O:24][N:23]=1. Given the product [CH:1]1([C:4]2[N:9]=[C:8]([N:10]3[CH2:14][CH2:13][C:12]([F:15])([F:16])[CH2:11]3)[C:7]3[CH:17]=[N:18][N:19]([CH2:21][C:22]4[C:26]([CH3:27])=[N:25][O:24][N:23]=4)[C:6]=3[CH:5]=2)[CH2:3][CH2:2]1, predict the reactants needed to synthesize it. (3) Given the product [NH2:8][C@H:9]1[CH2:14][CH2:13][O:12][C@@H:11]([CH2:15][OH:16])[CH2:10]1, predict the reactants needed to synthesize it. The reactants are: C([NH:8][C@H:9]1[CH2:14][CH2:13][O:12][C@@H:11]([CH2:15][OH:16])[CH2:10]1)C1C=CC=CC=1. (4) Given the product [CH3:22][C:23]1[C:28]([C:17]2[C:16]3[N:15]([CH3:21])[N:14]=[CH:13][C:12]=3[C:11]([OH:10])=[CH:19][CH:18]=2)=[C:27]([CH3:40])[N:26]=[CH:25][N:24]=1, predict the reactants needed to synthesize it. The reactants are: C(OC[O:10][C:11]1[CH:19]=[CH:18][C:17](Br)=[C:16]2[C:12]=1[CH:13]=[N:14][N:15]2[CH3:21])C1C=CC=CC=1.[CH3:22][C:23]1[C:28](C2C3C(=CN(C)N=3)C(O)=CC=2)=[C:27]([CH3:40])[N:26]=[CH:25][N:24]=1. (5) Given the product [Cl:1][C:2]1[CH:7]=[CH:6][CH:5]=[CH:4][C:3]=1[C:8]1[C:12]([C:13]([N:40]2[CH2:39][CH2:38][N:37]([C:33]3[CH:34]=[CH:35][CH:36]=[C:31]([O:30][CH3:29])[CH:32]=3)[CH2:42][CH2:41]2)=[O:15])=[C:11]([CH3:16])[O:10][N:9]=1, predict the reactants needed to synthesize it. The reactants are: [Cl:1][C:2]1[CH:7]=[CH:6][CH:5]=[CH:4][C:3]=1[C:8]1[C:12]([C:13]([OH:15])=O)=[C:11]([CH3:16])[O:10][N:9]=1.Cl.C(N=C=NCCCN(C)C)C.[CH3:29][O:30][C:31]1[CH:32]=[C:33]([N:37]2[CH2:42][CH2:41][NH:40][CH2:39][CH2:38]2)[CH:34]=[CH:35][CH:36]=1. (6) Given the product [NH2:22][CH:13]([CH2:14][C:15]1([CH3:32])[CH2:16][CH2:17][CH2:18][CH2:19][CH2:20]1)[CH2:12][N:2]([CH3:1])[C:3](=[O:4])[O:5][CH2:6][CH2:7][Si:8]([CH3:9])([CH3:10])[CH3:11], predict the reactants needed to synthesize it. The reactants are: [CH3:1][N:2]([CH2:12][C@@H:13]([NH:22]C(=O)OC(C)(C)C)[CH2:14][CH:15]1[CH2:20][CH2:19][CH:18](C)[CH2:17][CH2:16]1)[C:3]([O:5][CH2:6][CH2:7][Si:8]([CH3:11])([CH3:10])[CH3:9])=[O:4].[H][H].[CH3:32]O. (7) Given the product [F:1][C:2]1[CH:7]=[C:6]([C:8]([F:9])([F:11])[F:10])[CH:5]=[CH:4][C:3]=1[C:12]1[C:21]2[CH2:20][CH2:19][CH2:18][CH:17]([CH2:22][C:23]([NH:25][CH2:26][CH2:27][O:28][CH3:29])=[O:24])[C:16]=2[CH:15]=[N:14][CH:13]=1, predict the reactants needed to synthesize it. The reactants are: [F:1][C:2]1[CH:7]=[C:6]([C:8]([F:11])([F:10])[F:9])[CH:5]=[CH:4][C:3]=1[C:12]1[C:21]2[CH2:20][CH2:19][CH2:18][CH:17]([CH2:22][C:23]([NH:25][CH3:26])=[O:24])[C:16]=2[CH:15]=[N:14][CH:13]=1.[CH3:27][O:28][CH2:29]CN.